From a dataset of Full USPTO retrosynthesis dataset with 1.9M reactions from patents (1976-2016). Predict the reactants needed to synthesize the given product. (1) Given the product [CH2:1]([O:8][CH:9]1[CH2:14][CH2:13][C:12](=[O:15])[CH:11]([F:24])[CH2:10]1)[C:2]1[CH:7]=[CH:6][CH:5]=[CH:4][CH:3]=1, predict the reactants needed to synthesize it. The reactants are: [CH2:1]([O:8][CH:9]1[CH2:14][CH2:13][C:12]([O:15][Si](C(C)(C)C)(C)C)=[CH:11][CH2:10]1)[C:2]1[CH:7]=[CH:6][CH:5]=[CH:4][CH:3]=1.[B-](F)(F)(F)[F:24].[B-](F)(F)(F)F.C1[N+]2(CCl)CC[N+](F)(CC2)C1.C(=O)(O)[O-].[Na+]. (2) Given the product [CH3:1][O:2][C:3]1[CH:4]=[CH:5][C:6]([C:9]23[N:33]([C:34]([C:36]4[C:37]([CH3:41])=[N:38][O:39][CH:40]=4)=[O:35])[CH2:32][CH2:31][N:10]2[C:11](=[O:30])[C:12]2[N:13]([C:15]4[NH:20][C:19]([CH3:21])=[N:18][C:16]=4[CH:17]=2)[CH2:14]3)=[CH:7][CH:8]=1, predict the reactants needed to synthesize it. The reactants are: [CH3:1][O:2][C:3]1[CH:8]=[CH:7][C:6]([C@:9]23[N:33]([C:34]([C:36]4[C:37]([CH3:41])=[N:38][O:39][CH:40]=4)=[O:35])[CH2:32][CH2:31][N:10]2[C:11](=[O:30])[C:12]2[N:13]([C:15]4[N:20]=[C:19]([CH3:21])[N:18](COCC[Si](C)(C)C)[C:16]=4[CH:17]=2)[CH2:14]3)=[CH:5][CH:4]=1.COC1C=CC([C@]23N(C(C4C(C)=NOC=4)=O)CCN2C(=O)C2N(C4N(COCC[Si](C)(C)C)C=NC=4C=2)C3)=CC=1.FC(F)(F)C(O)=O. (3) Given the product [C:1]([O:5][C:6]1[CH:11]=[CH:10][C:9]([CH2:12][CH2:13][CH2:14][CH2:15][Cl:27])=[CH:8][CH:7]=1)([CH3:4])([CH3:3])[CH3:2], predict the reactants needed to synthesize it. The reactants are: [C:1]([O:5][C:6]1[CH:11]=[CH:10][C:9]([CH:12](O)[CH2:13][CH2:14][CH3:15])=[CH:8][CH:7]=1)([CH3:4])([CH3:3])[CH3:2].N1C=CC=CC=1.CS([Cl:27])(=O)=O.C1(C)C=CC=CC=1. (4) The reactants are: [C:1]1([C@@H:7]([C@H:9]2[O:14][CH2:13][CH2:12][N:11]([CH2:15][C:16]3[CH:21]=[CH:20][CH:19]=[CH:18][CH:17]=3)[CH2:10]2)O)[CH:6]=[CH:5][CH:4]=[CH:3][CH:2]=1.[Br-:22].[Br-].C1(P(C2C=CC=CC=2)C2C=CC=CC=2)C=CC=CC=1. Given the product [Br:22][C@H:7]([C:1]1[CH:6]=[CH:5][CH:4]=[CH:3][CH:2]=1)[C@H:9]1[O:14][CH2:13][CH2:12][N:11]([CH2:15][C:16]2[CH:21]=[CH:20][CH:19]=[CH:18][CH:17]=2)[CH2:10]1, predict the reactants needed to synthesize it.